From a dataset of NCI-60 drug combinations with 297,098 pairs across 59 cell lines. Regression. Given two drug SMILES strings and cell line genomic features, predict the synergy score measuring deviation from expected non-interaction effect. Drug 1: CC1=C(C=C(C=C1)NC2=NC=CC(=N2)N(C)C3=CC4=NN(C(=C4C=C3)C)C)S(=O)(=O)N.Cl. Drug 2: CCC1=CC2CC(C3=C(CN(C2)C1)C4=CC=CC=C4N3)(C5=C(C=C6C(=C5)C78CCN9C7C(C=CC9)(C(C(C8N6C)(C(=O)OC)O)OC(=O)C)CC)OC)C(=O)OC.C(C(C(=O)O)O)(C(=O)O)O. Cell line: MALME-3M. Synergy scores: CSS=37.1, Synergy_ZIP=3.24, Synergy_Bliss=3.03, Synergy_Loewe=3.07, Synergy_HSA=4.37.